Dataset: Full USPTO retrosynthesis dataset with 1.9M reactions from patents (1976-2016). Task: Predict the reactants needed to synthesize the given product. (1) Given the product [Cl:1][C:2]1[CH:7]=[CH:6][C:5]([C:8]2[CH2:13][C:12]([CH3:15])([CH3:14])[CH2:11][CH2:10][C:9]=2[CH2:16][N:17]2[CH2:18][CH2:19][N:20]([C:23]3[CH:51]=[CH:50][C:26]([C:27]([NH:29][S:30]([C:33]4[CH:38]=[CH:37][C:36]([NH:39][CH:40]5[CH2:45][CH2:44][N:43]([CH3:46])[CH2:42][CH2:41]5)=[C:35]([N+:47]([O-:49])=[O:48])[CH:34]=4)(=[O:32])=[O:31])=[O:28])=[C:25]([O:52][C:53]4[CH:58]=[CH:57][CH:56]=[C:55]([OH:59])[CH:54]=4)[CH:24]=3)[CH2:21][CH2:22]2)=[CH:4][CH:3]=1, predict the reactants needed to synthesize it. The reactants are: [Cl:1][C:2]1[CH:7]=[CH:6][C:5]([C:8]2[CH2:13][C:12]([CH3:15])([CH3:14])[CH2:11][CH2:10][C:9]=2[CH2:16][N:17]2[CH2:22][CH2:21][N:20]([C:23]3[CH:51]=[CH:50][C:26]([C:27]([NH:29][S:30]([C:33]4[CH:38]=[CH:37][C:36]([NH:39][CH:40]5[CH2:45][CH2:44][N:43]([CH3:46])[CH2:42][CH2:41]5)=[C:35]([N+:47]([O-:49])=[O:48])[CH:34]=4)(=[O:32])=[O:31])=[O:28])=[C:25]([O:52][C:53]4[CH:58]=[CH:57][CH:56]=[C:55]([O:59]COC)[CH:54]=4)[CH:24]=3)[CH2:19][CH2:18]2)=[CH:4][CH:3]=1. (2) Given the product [F:44][C:40]1[CH:39]=[C:38]([N:36]([S:33]([N:6]([CH2:5][C:4]([OH:45])=[O:3])[CH2:7][C:8]2[CH:13]=[CH:12][CH:11]=[C:10]([O:14][CH2:15][CH2:16][C:17]3[N:18]=[C:19]([C:23]4[CH:24]=[CH:25][C:26]([C:29]([F:31])([F:32])[F:30])=[CH:27][CH:28]=4)[O:20][C:21]=3[CH3:22])[CH:9]=2)(=[O:34])=[O:35])[CH3:37])[CH:43]=[CH:42][CH:41]=1, predict the reactants needed to synthesize it. The reactants are: C([O:3][C:4](=[O:45])[CH2:5][N:6]([S:33]([N:36]([C:38]1[CH:43]=[CH:42][CH:41]=[C:40]([F:44])[CH:39]=1)[CH3:37])(=[O:35])=[O:34])[CH2:7][C:8]1[CH:13]=[CH:12][CH:11]=[C:10]([O:14][CH2:15][CH2:16][C:17]2[N:18]=[C:19]([C:23]3[CH:28]=[CH:27][C:26]([C:29]([F:32])([F:31])[F:30])=[CH:25][CH:24]=3)[O:20][C:21]=2[CH3:22])[CH:9]=1)C.O.[OH-].[Li+]. (3) The reactants are: [CH2:1]([C:3]1[S:43][C:6]2[N:7]([CH2:24][C:25]3[CH:30]=[CH:29][C:28]([C:31]4[CH:36]=[CH:35][CH:34]=[CH:33][C:32]=4[C:37]4[NH:41][C:40](=[O:42])[O:39][N:38]=4)=[CH:27][CH:26]=3)[C:8](=[O:23])[N:9]([CH2:12][C:13]([C:15]3[CH:20]=[CH:19][C:18]([O:21][CH3:22])=[CH:17][CH:16]=3)=O)[C:10](=[O:11])[C:5]=2[CH:4]=1)[CH3:2].Cl.[NH2:45][O:46][CH2:47][C:48]1[CH:53]=[CH:52][CH:51]=[CH:50][CH:49]=1.N1C=CC=CC=1.Cl. Given the product [CH2:47]([O:46][N:45]=[C:13]([C:15]1[CH:16]=[CH:17][C:18]([O:21][CH3:22])=[CH:19][CH:20]=1)[CH2:12][N:9]1[C:10](=[O:11])[C:5]2[CH:4]=[C:3]([CH2:1][CH3:2])[S:43][C:6]=2[N:7]([CH2:24][C:25]2[CH:30]=[CH:29][C:28]([C:31]3[CH:36]=[CH:35][CH:34]=[CH:33][C:32]=3[C:37]3[NH:41][C:40](=[O:42])[O:39][N:38]=3)=[CH:27][CH:26]=2)[C:8]1=[O:23])[C:48]1[CH:53]=[CH:52][CH:51]=[CH:50][CH:49]=1, predict the reactants needed to synthesize it.